This data is from Catalyst prediction with 721,799 reactions and 888 catalyst types from USPTO. The task is: Predict which catalyst facilitates the given reaction. (1) Reactant: [CH3:1][N:2]1[CH2:7][CH2:6][CH:5]([N:8]2[C:17]3[C:12](=[CH:13][CH:14]=[CH:15][CH:16]=3)[CH2:11][CH2:10][C:9]2=[O:18])[CH2:4][CH2:3]1.[N+:19]([O-])([OH:21])=[O:20]. Product: [CH3:1][N:2]1[CH2:7][CH2:6][CH:5]([N:8]2[C:17]3[C:12](=[CH:13][C:14]([N+:19]([O-:21])=[O:20])=[CH:15][CH:16]=3)[CH2:11][CH2:10][C:9]2=[O:18])[CH2:4][CH2:3]1. The catalyst class is: 82. (2) Reactant: O=C1CCC(=O)N1O[C:9](=[O:19])[C:10]1[CH:15]=[CH:14][C:13]([C:16](=[O:18])[CH3:17])=[CH:12][CH:11]=1.C(OC(=O)[NH:26][C@H:27]([C:33](=[O:35])[NH2:34])[CH2:28][CH2:29][CH2:30][CH2:31][NH2:32])(C)(C)C.C(N(C(C)C)C(C)C)C. Product: [C:16]([C:13]1[CH:12]=[CH:11][C:10]([C:9]([NH:32][CH2:31][CH2:30][CH2:29][CH2:28][C@H:27]([NH2:26])[C:33](=[O:35])[NH2:34])=[O:19])=[CH:15][CH:14]=1)(=[O:18])[CH3:17]. The catalyst class is: 9. (3) Reactant: [Cl:1][C:2]1[N:7]=[CH:6][C:5](Br)=[CH:4][N:3]=1.C(=O)([O-])[O-].[K+].[K+].[CH3:15][O:16][C:17]([C:19]1[CH:20]=[C:21](B(O)O)[CH:22]=[CH:23][CH:24]=1)=[O:18].O. Product: [Cl:1][C:2]1[N:7]=[CH:6][C:5]([C:23]2[CH:22]=[CH:21][CH:20]=[C:19]([C:17]([O:16][CH3:15])=[O:18])[CH:24]=2)=[CH:4][N:3]=1. The catalyst class is: 11. (4) Reactant: [H-].[Na+].[C:3]([CH2:5]P(=O)(OCC)OCC)#[N:4].[CH:14]1[C:26]2[C:25](=O)[C:24]3[C:19](=[CH:20][CH:21]=[CH:22][CH:23]=3)[C:18]=2[CH:17]=[CH:16][CH:15]=1.[Cl-].[NH4+]. Product: [CH:14]1[C:26]2[C:25](=[CH:5][C:3]#[N:4])[C:24]3[C:19](=[CH:20][CH:21]=[CH:22][CH:23]=3)[C:18]=2[CH:17]=[CH:16][CH:15]=1. The catalyst class is: 843. (5) Reactant: [CH3:1][N:2]1[C:6]2[CH:7]=[CH:8][CH:9]=[CH:10][C:5]=2[N:4]=[C:3]1[C:11]([O:13]C)=[O:12].[OH-].[Na+]. Product: [CH3:1][N:2]1[C:6]2[CH:7]=[CH:8][CH:9]=[CH:10][C:5]=2[N:4]=[C:3]1[C:11]([OH:13])=[O:12]. The catalyst class is: 72. (6) Reactant: [Cl:1][C:2]1[CH:7]=[CH:6][CH:5]=[CH:4][C:3]=1[C:8](=[O:17])[CH2:9][C:10]1[CH:15]=[CH:14][C:13]([Cl:16])=[CH:12][CH:11]=1.CO[CH:20](OC)[N:21]([CH3:23])[CH3:22]. Product: [Cl:1][C:2]1[CH:7]=[CH:6][CH:5]=[CH:4][C:3]=1[C:8](=[O:17])[C:9]([C:10]1[CH:11]=[CH:12][C:13]([Cl:16])=[CH:14][CH:15]=1)=[CH:20][N:21]([CH3:23])[CH3:22]. The catalyst class is: 3. (7) The catalyst class is: 350. Product: [NH2:16][C:3]1[C:2]([F:1])=[CH:7][CH:6]=[CH:5][C:4]=1[NH:8][CH2:9][CH2:10][C:11]([O:13][CH2:14][CH3:15])=[O:12]. Reactant: [F:1][C:2]1[C:3]([N+:16]([O-])=O)=[C:4]([NH:8][CH2:9][CH2:10][C:11]([O:13][CH2:14][CH3:15])=[O:12])[CH:5]=[CH:6][CH:7]=1.CCO. (8) Product: [C:40]([O:43][CH:6]1[O:9][C@@H:10]([CH2:16][O:17][C:18](=[O:20])[CH3:19])[C@H:11]([O:12][C:13](=[O:15])[CH3:14])[C@@H:5]1[O:4][C:1](=[O:3])[CH3:2])(=[O:42])[CH3:41]. Reactant: [C:1]([O:4][C@H:5]1[C@@H:11]([O:12][C:13](=[O:15])[CH3:14])[C@H:10]([CH2:16][O:17][C:18](=[O:20])[CH3:19])[O:9][CH:6]1OC)(=[O:3])[CH3:2].C(OC(C)C)(C)C.C(OC(=O)C)(=O)C.S(=O)(=O)(O)O.[C:40]([O-:43])(=[O:42])[CH3:41].[Na+].C(=O)(O)[O-].[Na+]. The catalyst class is: 13. (9) Reactant: Cl.[F:2][C:3]1[CH:4]=[C:5]([N:10]2[C:14]([CH2:15][NH2:16])=[CH:13][C:12]([C:17]([F:20])([F:19])[F:18])=[N:11]2)[CH:6]=[CH:7][C:8]=1[F:9].C(N(CC)CC)C.[OH:28][CH2:29][CH2:30][NH:31][C:32]1[N:37]=[CH:36][C:35]([NH:38][C:39](=O)[O:40]C2C=CC=CC=2)=[CH:34][CH:33]=1. Product: [F:2][C:3]1[CH:4]=[C:5]([N:10]2[C:14]([CH2:15][NH:16][C:39]([NH:38][C:35]3[CH:36]=[N:37][C:32]([NH:31][CH2:30][CH2:29][OH:28])=[CH:33][CH:34]=3)=[O:40])=[CH:13][C:12]([C:17]([F:20])([F:18])[F:19])=[N:11]2)[CH:6]=[CH:7][C:8]=1[F:9]. The catalyst class is: 7.